Dataset: Full USPTO retrosynthesis dataset with 1.9M reactions from patents (1976-2016). Task: Predict the reactants needed to synthesize the given product. Given the product [CH2:27]([N:24]1[CH2:23][CH2:22][N:21]([C:13]2[CH:12]=[C:11]([CH:16]=[C:15]([C:17]([F:18])([F:19])[F:20])[CH:14]=2)[C:10]([NH:9][C:4]2[CH:5]=[CH:6][C:7]([CH3:8])=[C:2]([NH:1][C:36]([C:33]3[S:32][C:31]([Br:30])=[N:35][CH:34]=3)=[O:37])[CH:3]=2)=[O:29])[CH2:26][CH2:25]1)[CH3:28], predict the reactants needed to synthesize it. The reactants are: [NH2:1][C:2]1[CH:3]=[C:4]([NH:9][C:10](=[O:29])[C:11]2[CH:16]=[C:15]([C:17]([F:20])([F:19])[F:18])[CH:14]=[C:13]([N:21]3[CH2:26][CH2:25][N:24]([CH2:27][CH3:28])[CH2:23][CH2:22]3)[CH:12]=2)[CH:5]=[CH:6][C:7]=1[CH3:8].[Br:30][C:31]1[S:32][C:33]([C:36](O)=[O:37])=[CH:34][N:35]=1.C(N(C(C)C)CC)(C)C.CN(C(ON1N=NC2C=CC=NC1=2)=[N+](C)C)C.F[P-](F)(F)(F)(F)F.